Dataset: Drug-target binding data from BindingDB using IC50 measurements. Task: Regression. Given a target protein amino acid sequence and a drug SMILES string, predict the binding affinity score between them. We predict pIC50 (pIC50 = -log10(IC50 in M); higher means more potent). Dataset: bindingdb_ic50. (1) The drug is CN(C)c1ccc(/C=C2/CCC/C(=C\c3ccc(N(C)C)cc3[N+](=O)[O-])C2=O)c([N+](=O)[O-])c1. The target is SSSEEGLTCRGIPNSISI. The pIC50 is 4.5. (2) The drug is CCCCCCCCCCCCCCC(COCc1ccccc1)NC(=O)CCCC(=O)O. The target protein (P47713) has sequence MSFIDPYQHIIVEHQYSHKFTVVVLRATKVTKGTFGDMLDTPDPYVELFISTTPDSRKRTRHFNNDINPVWNETFEFILDPNQENVLEITLMDANYVMDETLGTATFPVSSMKVGEKKEVPFIFNQVTEMILEMSLEVCSCPDLRFSMALCDQEKTFRQQRKENIKENMKKLLGPKKSEGLYSTRDVPVVAILGSGGGFRAMVGFSGVMKALYESGILDCATYIAGLSGSTWYMSTLYSHPDFPEKGPEEINEELMKNVSHNPLLLLTPQKVKRYVESLWKKKSSGQPVTFTDIFGMLIGETLIQNRMSMTLSSLKEKVNAARCPLPLFTCLHVKPDVSELMFADWVEFSPYEIGMAKYGTFMAPDLFGSKFFMGTVVKKYEENPLHFLMGVWGSAFSILFNRVLGVSGSQNKGSTMEEELENITAKHIVSNDSSDSDDEAQGPKGTENEEAEKEYQSDNQASWVHRMLMALVSDSALFNTREGRAGKVHNFMLGLNLNT.... The pIC50 is 5.0. (3) The drug is CCCCCCCCCCCn1cc(CN[C@H]2[C@H](O)[C@@H](O)[C@H](O)[C@@H](O)[C@@H]2O)nn1. The target protein (Q42656) has sequence MVKSPGTEDYTRRSLLANGLGLTPPMGWNSWNHFRCNLDEKLIRETADAMVSKGLAALGYKYINLDDCWAELNRDSQGNLVPKGSTFPSGIKALADYVHSKGLKLGIYSDAGTQTCSKTMPGSLGHEEQDAKTFASWGVDYLKYDNCNNNNISPKERYPIMSKALLNSGRSIFFSLCEWGEEDPATWAKEVGNSWRTTGDIDDSWSSMTSRADMNDKWASYAGPGGWNDPDMLEVGNGGMTTTEYRSHFSIWALAKAPLLIGCDIRSMDGATFQLLSNAEVIAVNQDKLGVQGNKVKTYGDLEVWAGPLSGKRVAVALWNRGSSTATITAYWSDVGLPSTAVVNARDLWAHSTEKSVKGQISAAVDAHDSKMYVLTPQ. The pIC50 is 4.0. (4) The drug is CCCCCC(=O)N[C@H](C(=O)N[C@@H](CCS(C)=O)C(=O)N[C@@H](CC(C)C)C(=O)[C@@]1(C)CO1)C(C)C. The target protein (P23639) has sequence MTDRYSFSLTTFSPSGKLGQIDYALTAVKQGVTSLGIKATNGVVIATEKKSSSPLAMSETLSKVSLLTPDIGAVYSGMGPDYRVLVDKSRKVAHTSYKRIYGEYPPTKLLVSEVAKIMQEATQSGGVRPFGVSLLIAGHDEFNGFSLYQVDPSGSYFPWKATAIGKGSVAAKTFLEKRWNDELELEDAIHIALLTLKESVEGEFNGDTIELAIIGDENPDLLGYTGIPTDKGPRFRKLTSQEINDRLEAL. The pIC50 is 7.3. (5) The compound is Cc1nn(-c2cncc([C@@](C)(O)C(F)(F)F)c2)c2ccccc12. The target protein (P30099) has sequence MGACDNDFIELHSRVTADVWLARPWQCLHRTRALGTTATLAPKTLKPFEAIPQYSRNKWLKMIQILREQGQENLHLEMHQAFQELGPIFRHSAGGAQIVSVMLPEDAEKLHQVESILPRRMHLEPWVAHRELRGLRRGVFLLNGAEWRFNRLKLNPNVLSPKAVQNFVPMVDEVARDFLEALKKKVRQNARGSLTMDVQQSLFNYTIEASNFALFGERLGLLGHDLNPGSLKFIHALHSMFKSTTQLLFLPRSLTRWTSTQVWKEHFDAWDVISEYANRCIWKVHQELRLGSSQTYSGIVAALITQGALPLDAIKANSMELTAGSVDTTAIPLVMTLFELARNPDVQQALRQETLAAEASIAANPQKAMSDLPLLRAALKETLRLYPVGGFLERILNSDLVLQNYHVPAGTLVLLYLYSMGRNPAVFPRPERYMPQRWLERKRSFQHLAFGFGVRQCLGRRLAEVEMLLLLHHMLKTFQVETLRQEDVQMAYRFVLMPSS.... The pIC50 is 7.5.